From a dataset of Full USPTO retrosynthesis dataset with 1.9M reactions from patents (1976-2016). Predict the reactants needed to synthesize the given product. (1) Given the product [N+:1]([C:4]1[CH:11]=[CH:10][CH:9]=[CH:8][C:5]=1[CH:6]=[N:12][NH:13][C:14](=[S:15])[NH2:16])([O-:3])=[O:2], predict the reactants needed to synthesize it. The reactants are: [N+:1]([C:4]1[CH:11]=[CH:10][CH:9]=[CH:8][C:5]=1[CH:6]=O)([O-:3])=[O:2].[NH2:12][NH:13][C:14]([NH2:16])=[S:15]. (2) Given the product [CH2:1]([N:3]1[CH2:8][CH2:7][CH:6]([CH2:9][C:10]2[CH:11]=[C:12]([F:16])[CH:13]=[CH:14][C:15]=2[S:18]([Cl:17])(=[O:20])=[O:19])[CH2:5][CH2:4]1)[CH3:2], predict the reactants needed to synthesize it. The reactants are: [CH2:1]([N:3]1[CH2:8][CH2:7][CH:6]([CH2:9][C:10]2[CH:15]=[CH:14][CH:13]=[C:12]([F:16])[CH:11]=2)[CH2:5][CH2:4]1)[CH3:2].[Cl:17][S:18](O)(=[O:20])=[O:19].